Dataset: NCI-60 drug combinations with 297,098 pairs across 59 cell lines. Task: Regression. Given two drug SMILES strings and cell line genomic features, predict the synergy score measuring deviation from expected non-interaction effect. (1) Drug 1: C1C(C(OC1N2C=C(C(=O)NC2=O)F)CO)O. Drug 2: CC1CCCC2(C(O2)CC(NC(=O)CC(C(C(=O)C(C1O)C)(C)C)O)C(=CC3=CSC(=N3)C)C)C. Cell line: OVCAR-5. Synergy scores: CSS=45.3, Synergy_ZIP=-4.52, Synergy_Bliss=-8.64, Synergy_Loewe=-8.15, Synergy_HSA=-5.65. (2) Drug 1: CC1=C(C=C(C=C1)NC2=NC=CC(=N2)N(C)C3=CC4=NN(C(=C4C=C3)C)C)S(=O)(=O)N.Cl. Drug 2: CC1=C2C(C(=O)C3(C(CC4C(C3C(C(C2(C)C)(CC1OC(=O)C(C(C5=CC=CC=C5)NC(=O)OC(C)(C)C)O)O)OC(=O)C6=CC=CC=C6)(CO4)OC(=O)C)O)C)O. Cell line: HOP-92. Synergy scores: CSS=32.3, Synergy_ZIP=0.132, Synergy_Bliss=1.85, Synergy_Loewe=-47.1, Synergy_HSA=3.18. (3) Drug 1: C1=CC(=CC=C1CCC2=CNC3=C2C(=O)NC(=N3)N)C(=O)NC(CCC(=O)O)C(=O)O. Drug 2: C1=CN(C=N1)CC(O)(P(=O)(O)O)P(=O)(O)O. Cell line: NCI/ADR-RES. Synergy scores: CSS=16.7, Synergy_ZIP=-4.84, Synergy_Bliss=-1.70, Synergy_Loewe=-6.41, Synergy_HSA=-0.354. (4) Drug 1: C1CCC(C1)C(CC#N)N2C=C(C=N2)C3=C4C=CNC4=NC=N3. Drug 2: CC1C(C(CC(O1)OC2CC(OC(C2O)C)OC3=CC4=CC5=C(C(=O)C(C(C5)C(C(=O)C(C(C)O)O)OC)OC6CC(C(C(O6)C)O)OC7CC(C(C(O7)C)O)OC8CC(C(C(O8)C)O)(C)O)C(=C4C(=C3C)O)O)O)O. Cell line: NCI-H226. Synergy scores: CSS=-1.60, Synergy_ZIP=-2.64, Synergy_Bliss=-2.24, Synergy_Loewe=-2.29, Synergy_HSA=-2.73. (5) Drug 1: CC1C(C(=O)NC(C(=O)N2CCCC2C(=O)N(CC(=O)N(C(C(=O)O1)C(C)C)C)C)C(C)C)NC(=O)C3=C4C(=C(C=C3)C)OC5=C(C(=O)C(=C(C5=N4)C(=O)NC6C(OC(=O)C(N(C(=O)CN(C(=O)C7CCCN7C(=O)C(NC6=O)C(C)C)C)C)C(C)C)C)N)C. Drug 2: C(CCl)NC(=O)N(CCCl)N=O. Cell line: UACC-257. Synergy scores: CSS=4.32, Synergy_ZIP=-2.01, Synergy_Bliss=-1.32, Synergy_Loewe=-2.65, Synergy_HSA=-2.55. (6) Drug 1: CN1CCC(CC1)COC2=C(C=C3C(=C2)N=CN=C3NC4=C(C=C(C=C4)Br)F)OC. Drug 2: CC1=CC2C(CCC3(C2CCC3(C(=O)C)OC(=O)C)C)C4(C1=CC(=O)CC4)C. Cell line: U251. Synergy scores: CSS=7.69, Synergy_ZIP=-1.66, Synergy_Bliss=3.17, Synergy_Loewe=-0.0670, Synergy_HSA=4.02. (7) Drug 1: C1=CC(=CC=C1C#N)C(C2=CC=C(C=C2)C#N)N3C=NC=N3. Drug 2: C1=CN(C(=O)N=C1N)C2C(C(C(O2)CO)O)O.Cl. Cell line: HCT116. Synergy scores: CSS=53.6, Synergy_ZIP=6.19, Synergy_Bliss=5.67, Synergy_Loewe=-15.3, Synergy_HSA=1.49. (8) Drug 1: CN1CCC(CC1)COC2=C(C=C3C(=C2)N=CN=C3NC4=C(C=C(C=C4)Br)F)OC. Drug 2: CS(=O)(=O)OCCCCOS(=O)(=O)C. Cell line: U251. Synergy scores: CSS=15.2, Synergy_ZIP=-3.89, Synergy_Bliss=-2.80, Synergy_Loewe=-7.78, Synergy_HSA=-2.03. (9) Drug 1: CC1C(C(CC(O1)OC2CC(OC(C2O)C)OC3=CC4=CC5=C(C(=O)C(C(C5)C(C(=O)C(C(C)O)O)OC)OC6CC(C(C(O6)C)O)OC7CC(C(C(O7)C)O)OC8CC(C(C(O8)C)O)(C)O)C(=C4C(=C3C)O)O)O)O. Drug 2: CCCCC(=O)OCC(=O)C1(CC(C2=C(C1)C(=C3C(=C2O)C(=O)C4=C(C3=O)C=CC=C4OC)O)OC5CC(C(C(O5)C)O)NC(=O)C(F)(F)F)O. Cell line: BT-549. Synergy scores: CSS=86.2, Synergy_ZIP=14.0, Synergy_Bliss=11.3, Synergy_Loewe=-29.1, Synergy_HSA=10.6. (10) Drug 1: CC1=C2C(C(=O)C3(C(CC4C(C3C(C(C2(C)C)(CC1OC(=O)C(C(C5=CC=CC=C5)NC(=O)C6=CC=CC=C6)O)O)OC(=O)C7=CC=CC=C7)(CO4)OC(=O)C)O)C)OC(=O)C. Drug 2: C1CN1C2=NC(=NC(=N2)N3CC3)N4CC4. Cell line: COLO 205. Synergy scores: CSS=35.0, Synergy_ZIP=-3.10, Synergy_Bliss=-2.50, Synergy_Loewe=-0.754, Synergy_HSA=1.53.